This data is from Forward reaction prediction with 1.9M reactions from USPTO patents (1976-2016). The task is: Predict the product of the given reaction. (1) Given the reactants Br[C:2]1[CH:3]=[C:4]([N+:10]([O-:12])=[O:11])[C:5]([C:8]#[N:9])=[N:6][CH:7]=1.[C:13]1(B(O)O)[CH:18]=[CH:17][CH:16]=[CH:15][CH:14]=1.O1CCOCC1.C([O-])([O-])=O.[Na+].[Na+], predict the reaction product. The product is: [N+:10]([C:4]1[C:5]([C:8]#[N:9])=[N:6][CH:7]=[C:2]([C:13]2[CH:18]=[CH:17][CH:16]=[CH:15][CH:14]=2)[CH:3]=1)([O-:12])=[O:11]. (2) Given the reactants [F:1][C:2]1[CH:3]=[N:4][C:5]2[C:10]([C:11]=1[CH2:12][CH2:13][CH2:14][CH:15]1[CH2:20][CH2:19][N:18]([CH2:21][CH2:22][S:23][C:24]3[S:25][CH:26]=[CH:27][CH:28]=3)[CH2:17][CH:16]1[CH2:29][C:30]([O:32]C)=[O:31])=[CH:9][C:8]([O:34][CH3:35])=[CH:7][CH:6]=2.[OH-].[Na+].[Cl:38]CCl.Cl, predict the reaction product. The product is: [ClH:38].[F:1][C:2]1[CH:3]=[N:4][C:5]2[C:10]([C:11]=1[CH2:12][CH2:13][CH2:14][CH:15]1[CH2:20][CH2:19][N:18]([CH2:21][CH2:22][S:23][C:24]3[S:25][CH:26]=[CH:27][CH:28]=3)[CH2:17][CH:16]1[CH2:29][C:30]([OH:32])=[O:31])=[CH:9][C:8]([O:34][CH3:35])=[CH:7][CH:6]=2. (3) Given the reactants [N+:1]([C:4]1[CH:8]=[CH:7][N:6]([CH2:9][CH:10]([OH:12])[CH3:11])[N:5]=1)([O-])=O.[H][H], predict the reaction product. The product is: [NH2:1][C:4]1[CH:8]=[CH:7][N:6]([CH2:9][CH:10]([OH:12])[CH3:11])[N:5]=1. (4) Given the reactants [NH2:1][C:2]1[C:3]([C:12]([NH:14][C:15]2([C:18]([O:20][CH3:21])=[O:19])[CH2:17][CH2:16]2)=[O:13])=[CH:4][C:5]2[C:10]([CH:11]=1)=[CH:9][CH:8]=[CH:7][CH:6]=2.[N:22]([C:25]1[C:30]([CH3:31])=[CH:29][C:28]([CH3:32])=[CH:27][C:26]=1[CH3:33])=[C:23]=[O:24], predict the reaction product. The product is: [CH3:31][C:30]1[CH:29]=[C:28]([CH3:32])[CH:27]=[C:26]([CH3:33])[C:25]=1[NH:22][C:23]([NH:1][C:2]1[C:3]([C:12]([NH:14][C:15]2([C:18]([O:20][CH3:21])=[O:19])[CH2:16][CH2:17]2)=[O:13])=[CH:4][C:5]2[C:10]([CH:11]=1)=[CH:9][CH:8]=[CH:7][CH:6]=2)=[O:24]. (5) Given the reactants [I:1][C:2]1[CH:3]=[C:4]([S:7]([CH3:10])(=[O:9])=[O:8])[NH:5][CH:6]=1.C([O-])([O-])=O.[Cs+].[Cs+].[CH2:17](I)[CH3:18], predict the reaction product. The product is: [CH2:17]([N:5]1[CH:6]=[C:2]([I:1])[CH:3]=[C:4]1[S:7]([CH3:10])(=[O:9])=[O:8])[CH3:18]. (6) Given the reactants C([O:9][CH2:10][C@@H:11]1[C:15]([O:17]C(=O)C)([CH3:16])[C@:14]([F:22])([CH3:21])[CH:13]([N:23]2[CH:28]=[CH:27][C:26]([NH:29]C(=O)C3C=CC=CC=3)=[N:25][C:24]2=[O:38])[O:12]1)(=O)C1C=CC=CC=1.CO, predict the reaction product. The product is: [NH2:29][C:26]1[CH:27]=[CH:28][N:23]([C@H:13]2[C:14]([F:22])([CH3:21])[C@@:15]([OH:17])([CH3:16])[CH:11]([CH2:10][OH:9])[O:12]2)[C:24](=[O:38])[N:25]=1. (7) Given the reactants [NH2:1][CH2:2][CH2:3][CH2:4][OH:5].[C:14](O[C:14]([O:16][C:17]([CH3:20])([CH3:19])[CH3:18])=[O:15])([O:16][C:17]([CH3:20])([CH3:19])[CH3:18])=[O:15].C(N(CC)CC)C.Cl.CN(C)C.[C:33]1([CH3:45])[CH:38]=[C:37]([CH3:39])[CH:36]=[C:35]([CH3:40])[C:34]=1[S:41](Cl)(=[O:43])=[O:42], predict the reaction product. The product is: [CH3:45][C:33]1[CH:38]=[C:37]([CH3:39])[CH:36]=[C:35]([CH3:40])[C:34]=1[S:41]([O:5][CH2:4][CH2:3][CH2:2][NH:1][C:14]([O:16][C:17]([CH3:18])([CH3:19])[CH3:20])=[O:15])(=[O:42])=[O:43]. (8) Given the reactants [C:1]([NH2:11])(=[O:10])[CH:2]([C:4]1[CH:9]=[CH:8][CH:7]=[CH:6][CH:5]=1)[OH:3].[CH2:12](N(C(C)C)C(C)C)C.[C:21]1([CH3:31])[CH:26]=[CH:25][C:24]([S:27](Cl)(=[O:29])=[O:28])=[CH:23][CH:22]=1, predict the reaction product. The product is: [CH3:12][NH:11][C:1]([C@@H:2]([O:3][S:27]([C:24]1[CH:25]=[CH:26][C:21]([CH3:31])=[CH:22][CH:23]=1)(=[O:29])=[O:28])[C:4]1[CH:9]=[CH:8][CH:7]=[CH:6][CH:5]=1)=[O:10]. (9) Given the reactants C([O:3][C:4](=[O:33])[CH2:5][N:6]1[CH:10]=[C:9]([C:11]2[O:15][N:14]=[C:13]([C:16]3([C:20]4[CH:25]=[CH:24][C:23]([C:26]5[CH:27]=[N:28][C:29]([NH2:32])=[N:30][CH:31]=5)=[CH:22][CH:21]=4)[CH2:19][CH2:18][CH2:17]3)[N:12]=2)[CH:8]=[N:7]1)C.C1COCC1.O.[OH-].[Li+].Cl, predict the reaction product. The product is: [NH2:32][C:29]1[N:30]=[CH:31][C:26]([C:23]2[CH:24]=[CH:25][C:20]([C:16]3([C:13]4[N:12]=[C:11]([C:9]5[CH:8]=[N:7][N:6]([CH2:5][C:4]([OH:33])=[O:3])[CH:10]=5)[O:15][N:14]=4)[CH2:19][CH2:18][CH2:17]3)=[CH:21][CH:22]=2)=[CH:27][N:28]=1. (10) Given the reactants F[C:2]1[N:7]=[CH:6][C:5]([C:8]2[CH:9]=[N:10][NH:11][C:12]=2[NH2:13])=[CH:4][CH:3]=1.O=[C:15]([C:21]1[CH:26]=[CH:25][CH:24]=[CH:23][CH:22]=1)[CH2:16][C:17](OC)=[O:18].C(O)(=[O:29])C, predict the reaction product. The product is: [OH:29][C:2]1[N:7]=[CH:6][C:5]([C:8]2[CH:9]=[N:10][N:11]3[C:17](=[O:18])[CH:16]=[C:15]([C:21]4[CH:26]=[CH:25][CH:24]=[CH:23][CH:22]=4)[NH:13][C:12]=23)=[CH:4][CH:3]=1.